The task is: Regression. Given a peptide amino acid sequence and an MHC pseudo amino acid sequence, predict their binding affinity value. This is MHC class II binding data.. This data is from Peptide-MHC class II binding affinity with 134,281 pairs from IEDB. (1) The MHC is DRB1_0301 with pseudo-sequence DRB1_0301. The binding affinity (normalized) is 0.257. The peptide sequence is WIELKESWGAVWRID. (2) The peptide sequence is IHEPTAAAIAYGLDR. The MHC is HLA-DQA10501-DQB10301 with pseudo-sequence HLA-DQA10501-DQB10301. The binding affinity (normalized) is 0.598. (3) The peptide sequence is IYYVMYMIIVVPIII. The MHC is H-2-IAd with pseudo-sequence H-2-IAd. The binding affinity (normalized) is 0.415. (4) The peptide sequence is IEFRFYKEITNVFRG. The MHC is DRB1_0101 with pseudo-sequence DRB1_0101. The binding affinity (normalized) is 0.813. (5) The peptide sequence is EKKYFAATWFEPLAA. The MHC is DRB1_0101 with pseudo-sequence DRB1_0101. The binding affinity (normalized) is 0.608. (6) The MHC is HLA-DQA10501-DQB10201 with pseudo-sequence HLA-DQA10501-DQB10201. The binding affinity (normalized) is 0.242. The peptide sequence is PEEFAVVDLSKMRAV. (7) The peptide sequence is RNLKNAGLIVGQMIL. The MHC is DRB1_0701 with pseudo-sequence DRB1_0701. The binding affinity (normalized) is 0.827. (8) The peptide sequence is EGRVEIDFDYCPGTTVTL. The MHC is DRB1_0404 with pseudo-sequence DRB1_0404. The binding affinity (normalized) is 0.